Dataset: Full USPTO retrosynthesis dataset with 1.9M reactions from patents (1976-2016). Task: Predict the reactants needed to synthesize the given product. (1) Given the product [CH3:28][CH:25]1[CH2:26][NH:27][CH2:29][CH:24]2[N:20]=[CH:21][NH:22][CH:23]12, predict the reactants needed to synthesize it. The reactants are: C([N:20]1[CH:24]=[C:23]([CH:25]([CH3:28])[CH2:26][NH2:27])[N:22]=[CH:21]1)(C1C=CC=CC=1)(C1C=CC=CC=1)C1C=CC=CC=1.[CH2:29]=O. (2) Given the product [CH2:11]([O:13][C:14](=[O:17])[CH2:15][S:8][C:5]1[CH:6]=[CH:7][C:2]([CH3:1])=[CH:3][CH:4]=1)[CH3:12], predict the reactants needed to synthesize it. The reactants are: [CH3:1][C:2]1[CH:7]=[CH:6][C:5]([SH:8])=[CH:4][CH:3]=1.[H-].[Na+].[CH2:11]([O:13][C:14](=[O:17])[CH2:15]Br)[CH3:12]. (3) Given the product [C:17]([O:16][C:14]([N:7]1[CH2:8][CH:9]2[CH2:13][CH2:12][CH2:11][CH:10]2[C@H:6]1[C:4]([OH:5])=[O:3])=[O:15])([CH3:20])([CH3:18])[CH3:19], predict the reactants needed to synthesize it. The reactants are: C([O:3][C:4]([C@@H:6]1[CH:10]2[CH2:11][CH2:12][CH2:13][CH:9]2[CH2:8][N:7]1[C:14]([O:16][C:17]([CH3:20])([CH3:19])[CH3:18])=[O:15])=[O:5])C.[Li+].[OH-].